The task is: Predict which catalyst facilitates the given reaction.. This data is from Catalyst prediction with 721,799 reactions and 888 catalyst types from USPTO. (1) Product: [CH2:31]([C:30]1[CH:29]=[C:22]2[C:23]([O:4][CH3:2])=[CH:24][CH:25]=[CH:26][N:21]2[N:20]=1)[CH3:32]. The catalyst class is: 213. Reactant: C[C:2](C)([O-:4])C.[K+].C1(C)C=C(C)C=C(C)C=1S([O-])(=O)=O.[NH2:20][N+:21]1[CH:26]=[CH:25][C:24](OC)=[CH:23][C:22]=1[C:29]#[C:30][CH2:31][CH3:32].O.C(OCC)(=O)C. (2) Reactant: [CH3:1][N:2]1[C:10]([CH3:11])=[C:9]2[C:4]([CH:5]=[CH:6][C:7]([N:12]3[CH:17]=[CH:16][C:15]([OH:18])=[CH:14][C:13]3=[O:19])=[CH:8]2)=[N:3]1.[Cl:20][C:21]1[CH:22]=[C:23]([CH2:27]O)[CH:24]=[CH:25][CH:26]=1.C1(P(C2C=CC=CC=2)C2C=CC=CC=2)C=CC=CC=1. Product: [Cl:20][C:21]1[CH:22]=[C:23]([CH:24]=[CH:25][CH:26]=1)[CH2:27][O:18][C:15]1[CH:16]=[CH:17][N:12]([C:7]2[CH:6]=[CH:5][C:4]3[C:9](=[C:10]([CH3:11])[N:2]([CH3:1])[N:3]=3)[CH:8]=2)[C:13](=[O:19])[CH:14]=1. The catalyst class is: 54. (3) Reactant: Cl.[CH3:2][CH:3]([CH2:8][N:9]1[CH2:14][CH2:13][CH2:12][CH2:11][CH2:10]1)[CH2:4][C:5]([OH:7])=[O:6].C(Cl)(=O)C(Cl)=O.C(OC([N:28]1[C:32]([NH2:33])=[CH:31][C:30]([C:34]2[CH:35]=[N:36][C:37]([O:40][CH3:41])=[CH:38][CH:39]=2)=[N:29]1)=O)(C)(C)C.Cl. Product: [CH:5]([OH:7])=[O:6].[CH3:41][O:40][C:37]1[N:36]=[CH:35][C:34]([C:30]2[CH:31]=[C:32]([NH:33][C:5](=[O:7])[CH2:4][CH:3]([CH3:2])[CH2:8][N:9]3[CH2:14][CH2:13][CH2:12][CH2:11][CH2:10]3)[NH:28][N:29]=2)=[CH:39][CH:38]=1. The catalyst class is: 705. (4) Reactant: [NH2:1][C:2]1[CH:3]=[C:4]([CH:21]2[C:30]3[C:29](=[O:31])[CH2:28][CH:27]([CH2:32][CH2:33][CH3:34])[CH2:26][C:25]=3[NH:24][C:23]([CH3:35])=[C:22]2[C:36]#[N:37])[CH:5]=[C:6]([O:18][CH2:19][CH3:20])[C:7]=1[O:8][CH2:9][C:10]1[CH:15]=[CH:14][CH:13]=[C:12]([O:16][CH3:17])[CH:11]=1.N1C=CC=CC=1.[CH2:44]([S:47](Cl)(=[O:49])=[O:48])[CH2:45][CH3:46]. Product: [C:36]([C:22]1[CH:21]([C:4]2[CH:5]=[C:6]([O:18][CH2:19][CH3:20])[C:7]([O:8][CH2:9][C:10]3[CH:15]=[CH:14][CH:13]=[C:12]([O:16][CH3:17])[CH:11]=3)=[C:2]([NH:1][S:47]([CH2:44][CH2:45][CH3:46])(=[O:49])=[O:48])[CH:3]=2)[C:30]2[C:29](=[O:31])[CH2:28][CH:27]([CH2:32][CH2:33][CH3:34])[CH2:26][C:25]=2[NH:24][C:23]=1[CH3:35])#[N:37]. The catalyst class is: 4. (5) Reactant: [CH3:1][O:2][C:3]1[CH:7]=[C:6]([C:8]([OH:10])=O)[N:5]([CH3:11])[N:4]=1.O1CCCC1.S(Cl)(Cl)=O.[NH2:21][C:22]1[CH:23]=[C:24]([CH:41]=[CH:42][C:43]=1[CH3:44])[O:25][C:26]1[CH:27]=[CH:28][C:29]2[N:30]([N:32]=[C:33]([NH:35][C:36]([CH:38]3[CH2:40][CH2:39]3)=[O:37])[N:34]=2)[CH:31]=1. Product: [CH:38]1([C:36]([NH:35][C:33]2[N:34]=[C:29]3[CH:28]=[CH:27][C:26]([O:25][C:24]4[CH:41]=[CH:42][C:43]([CH3:44])=[C:22]([NH:21][C:8]([C:6]5[N:5]([CH3:11])[N:4]=[C:3]([O:2][CH3:1])[CH:7]=5)=[O:10])[CH:23]=4)=[CH:31][N:30]3[N:32]=2)=[O:37])[CH2:39][CH2:40]1. The catalyst class is: 402. (6) Reactant: [Li]CCCC.CCCCCC.[CH3:12][N:13]1[C:21]2[C:16](=[CH:17][C:18]([CH3:22])=[CH:19][CH:20]=2)[C:15]2[C:23]3[C:28]([CH2:29][C:14]1=2)=[CH:27][CH:26]=[CH:25][CH:24]=3.[C:30]([NH:34][Si:35]([CH3:38])([CH3:37])Cl)([CH3:33])([CH3:32])[CH3:31]. Product: [CH3:37][SiH:35]([N:34]([C:30]([CH3:33])([CH3:32])[CH3:31])[CH:29]1[C:14]2[N:13]([CH3:12])[C:21]3[C:16]([C:15]=2[C:23]2[C:28]1=[CH:27][CH:26]=[CH:25][CH:24]=2)=[CH:17][C:18]([CH3:22])=[CH:19][CH:20]=3)[CH3:38]. The catalyst class is: 28. (7) Reactant: [F:1][C:2]1[CH:3]=[CH:4][C:5]([O:10][CH2:11][CH2:12][C:13]2[CH:18]=[CH:17][C:16]([C:19]([F:22])([F:21])[F:20])=[CH:15][CH:14]=2)=[C:6]([CH:9]=1)[CH2:7]O.[BrH:23].[C:24]1([P:30]([C:37]2[CH:42]=[CH:41][CH:40]=[CH:39][CH:38]=2)[C:31]2[CH:36]=[CH:35][CH:34]=[CH:33][CH:32]=2)[CH:29]=[CH:28][CH:27]=[CH:26][CH:25]=1. The catalyst class is: 10. Product: [Br-:23].[F:1][C:2]1[CH:3]=[CH:4][C:5]([O:10][CH2:11][CH2:12][C:13]2[CH:18]=[CH:17][C:16]([C:19]([F:22])([F:21])[F:20])=[CH:15][CH:14]=2)=[C:6]([CH:9]=1)[CH2:7][P+:30]([C:31]1[CH:32]=[CH:33][CH:34]=[CH:35][CH:36]=1)([C:37]1[CH:42]=[CH:41][CH:40]=[CH:39][CH:38]=1)[C:24]1[CH:25]=[CH:26][CH:27]=[CH:28][CH:29]=1. (8) Reactant: [CH2:1]([O:3][C:4]([C:6]1[O:7][C:8]2[CH:15]=[CH:14][CH:13]=[C:12](OS(C(F)(F)F)(=O)=O)[C:9]=2[C:10]=1[CH3:11])=[O:5])[CH3:2].[CH3:24][N:25]([CH3:29])[CH2:26][C:27]#[CH:28].C(N(CC)CC)C.CO.ClCCl. Product: [CH2:1]([O:3][C:4]([C:6]1[O:7][C:8]2[CH:15]=[CH:14][CH:13]=[C:12]([C:28]#[C:27][CH2:26][N:25]([CH3:29])[CH3:24])[C:9]=2[C:10]=1[CH3:11])=[O:5])[CH3:2]. The catalyst class is: 747.